Dataset: Forward reaction prediction with 1.9M reactions from USPTO patents (1976-2016). Task: Predict the product of the given reaction. (1) Given the reactants C(OC([N:8]1[CH2:14][CH2:13][CH2:12][N:11]([C:15]([C:17]2[CH:18]=[C:19]3[C:23](=[CH:24][CH:25]=2)[NH:22][C:21]([C:26]([N:28]2[CH2:33][CH2:32][N:31]([S:34]([CH3:37])(=[O:36])=[O:35])[CH2:30][CH2:29]2)=[O:27])=[CH:20]3)=[O:16])[CH2:10][CH2:9]1)=O)(C)(C)C.[O:38]1[CH2:43][CH2:42][C:41](=O)[CH2:40][CH2:39]1, predict the reaction product. The product is: [CH3:37][S:34]([N:31]1[CH2:30][CH2:29][N:28]([C:26]([C:21]2[NH:22][C:23]3[C:19]([CH:20]=2)=[CH:18][C:17]([C:15]([N:11]2[CH2:12][CH2:13][CH2:14][N:8]([CH:41]4[CH2:42][CH2:43][O:38][CH2:39][CH2:40]4)[CH2:9][CH2:10]2)=[O:16])=[CH:25][CH:24]=3)=[O:27])[CH2:33][CH2:32]1)(=[O:36])=[O:35]. (2) The product is: [C:16]1([C:19]2[CH:24]=[CH:23][CH:22]=[CH:21][CH:20]=2)[CH:17]=[CH:18][C:13]([CH:7]([O:6][CH2:1][CH2:2][CH2:3][CH2:4][CH3:5])[CH2:8][CH2:9][CH2:10][CH2:11][CH2:12][OH:31])=[CH:14][CH:15]=1. Given the reactants [CH2:1]([O:6][CH:7]([C:13]1[CH:18]=[CH:17][C:16]([C:19]2[CH:24]=[CH:23][CH:22]=[CH:21][CH:20]=2)=[CH:15][CH:14]=1)[CH2:8][CH2:9][CH2:10][CH:11]=[CH2:12])[CH2:2][CH2:3][CH2:4][CH3:5].B(F)(F)F.CC[O:31]CC.[OH-].[Na+].OO.C([O-])([O-])=O.[K+].[K+], predict the reaction product. (3) Given the reactants C[Si](C)(C)CCOC[N:7](COCC[Si](C)(C)C)[C:8]1[N:13]2[N:14]=[CH:15][C:16]([C:17]3[CH:18]=[N:19][C:20]([C:23]4[CH:28]=[CH:27][CH:26]=[CH:25][CH:24]=4)=[CH:21][CH:22]=3)=[C:12]2[N:11]=[C:10]([C:29]2[CH:38]=[CH:37][C:32]([C:33]([O:35][CH3:36])=[O:34])=[CH:31][CH:30]=2)[C:9]=1[C:39]([O:41]CC)=[CH2:40].Cl, predict the reaction product. The product is: [C:39]([C:9]1[C:10]([C:29]2[CH:30]=[CH:31][C:32]([C:33]([O:35][CH3:36])=[O:34])=[CH:37][CH:38]=2)=[N:11][C:12]2[N:13]([N:14]=[CH:15][C:16]=2[C:17]2[CH:18]=[N:19][C:20]([C:23]3[CH:28]=[CH:27][CH:26]=[CH:25][CH:24]=3)=[CH:21][CH:22]=2)[C:8]=1[NH2:7])(=[O:41])[CH3:40]. (4) The product is: [C:22]([O:21][C:20](=[O:26])[N:19]([C:17]1[CH:18]=[CH:13][CH:14]=[C:15]([O:10][C:7]2[CH:8]=[CH:9][C:4]([Cl:3])=[C:5]([F:11])[CH:6]=2)[C:16]=1[N+:28]([O-:30])=[O:29])[CH3:27])([CH3:25])([CH3:23])[CH3:24]. Given the reactants [H-].[Na+].[Cl:3][C:4]1[CH:9]=[CH:8][C:7]([OH:10])=[CH:6][C:5]=1[F:11].Cl[C:13]1[CH:14]=[CH:15][C:16]([N+:28]([O-:30])=[O:29])=[C:17]([N:19]([CH3:27])[C:20](=[O:26])[O:21][C:22]([CH3:25])([CH3:24])[CH3:23])[CH:18]=1.O, predict the reaction product. (5) Given the reactants [CH3:1][NH2:2].[F:3][C:4]([F:32])([C:22]([F:31])([F:30])[C:23]([F:29])([F:28])[C:24]([F:27])([F:26])[F:25])[CH2:5][CH2:6][CH2:7][CH2:8][CH2:9][CH2:10]C1C=C(C)C=CC=1S([O-])(=O)=O, predict the reaction product. The product is: [CH3:1][NH:2][CH2:10][CH2:9][CH2:8][CH2:7][CH2:6][CH2:5][C:4]([F:32])([F:3])[C:22]([F:31])([F:30])[C:23]([F:29])([F:28])[C:24]([F:27])([F:26])[F:25]. (6) Given the reactants [O:1]1[C:5]2([CH2:10][CH2:9][C:8](=[O:11])[CH2:7][CH2:6]2)[O:4][CH2:3][CH2:2]1.C(N(CC)CC)C.S(O[Si:28]([CH:35]([CH3:37])[CH3:36])([CH:32]([CH3:34])[CH3:33])[CH:29]([CH3:31])[CH3:30])(OC(F)(F)F)(=O)=O.O, predict the reaction product. The product is: [O:1]1[C:5]2([CH2:6][CH2:7][C:8]([O:11][Si:28]([CH:35]([CH3:37])[CH3:36])([CH:32]([CH3:34])[CH3:33])[CH:29]([CH3:31])[CH3:30])=[CH:9][CH2:10]2)[O:4][CH2:3][CH2:2]1.